From a dataset of Forward reaction prediction with 1.9M reactions from USPTO patents (1976-2016). Predict the product of the given reaction. (1) Given the reactants Br[C:2]1[C:11]2[C:6](=[CH:7][C:8]([O:14][CH3:15])=[C:9]([O:12][CH3:13])[CH:10]=2)[N:5]=[N:4][CH:3]=1.[CH2:16]([CH:23]1[CH2:27][CH2:26][NH:25][CH2:24]1)[C:17]1[CH:22]=[CH:21][CH:20]=[CH:19][CH:18]=1.C1(C)C=CC=CC=1.CC1(C)C2C=CC=C(P(C3C=CC=CC=3)C3C=CC=CC=3)C=2OC2C1=CC=CC=2P(C1C=CC=CC=1)C1C=CC=CC=1.CC(C)([O-])C.[Na+], predict the reaction product. The product is: [CH2:16]([CH:23]1[CH2:27][CH2:26][N:25]([C:2]2[C:11]3[C:6](=[CH:7][C:8]([O:14][CH3:15])=[C:9]([O:12][CH3:13])[CH:10]=3)[N:5]=[N:4][CH:3]=2)[CH2:24]1)[C:17]1[CH:22]=[CH:21][CH:20]=[CH:19][CH:18]=1. (2) Given the reactants [NH2:1][C:2]1[CH:3]=[C:4]([CH2:8][CH2:9][N:10]2[C:15]3[N:16]=[C:17]([NH:20][CH2:21][CH2:22][CH2:23][CH2:24][N:25]([CH2:28][CH3:29])[CH2:26][CH3:27])[N:18]=[CH:19][C:14]=3[CH:13]=[C:12]([C:30]3[CH:35]=[C:34]([O:36][CH3:37])[CH:33]=[C:32]([O:38][CH3:39])[C:31]=3[F:40])[C:11]2=[O:41])[CH:5]=[CH:6][CH:7]=1.[C:42](Cl)(=[O:45])[CH:43]=[CH2:44], predict the reaction product. The product is: [F:40][C:31]1[C:32]([O:38][CH3:39])=[CH:33][C:34]([O:36][CH3:37])=[CH:35][C:30]=1[C:12]1[C:11](=[O:41])[N:10]([CH2:9][CH2:8][C:4]2[CH:3]=[C:2]([NH:1][C:42](=[O:45])[CH:43]=[CH2:44])[CH:7]=[CH:6][CH:5]=2)[C:15]2[N:16]=[C:17]([NH:20][CH2:21][CH2:22][CH2:23][CH2:24][N:25]([CH2:28][CH3:29])[CH2:26][CH3:27])[N:18]=[CH:19][C:14]=2[CH:13]=1. (3) Given the reactants [NH2:1][C:2]1[CH:30]=[CH:29][C:5]2[NH:6][C:7]([C:12]3[C:13](=[O:28])[N:14]([CH2:23][CH2:24][CH:25]([CH3:27])[CH3:26])[C:15]4[C:20]([C:21]=3[OH:22])=[CH:19][CH:18]=[CH:17][N:16]=4)=[N:8][S:9](=[O:11])(=[O:10])[C:4]=2[CH:3]=1.[O:31]([C:33]([C:35]1[S:36][CH:37]=[CH:38][C:39]=1[S:40](Cl)(=[O:42])=[O:41])=[O:34])[CH3:32], predict the reaction product. The product is: [OH:22][C:21]1[C:20]2[C:15](=[N:16][CH:17]=[CH:18][CH:19]=2)[N:14]([CH2:23][CH2:24][CH:25]([CH3:27])[CH3:26])[C:13](=[O:28])[C:12]=1[C:7]1[NH:6][C:5]2[CH:29]=[CH:30][C:2]([NH:1][S:40]([C:39]3[CH:38]=[CH:37][S:36][C:35]=3[C:33]([O:31][CH3:32])=[O:34])(=[O:41])=[O:42])=[CH:3][C:4]=2[S:9](=[O:11])(=[O:10])[N:8]=1. (4) Given the reactants [CH2:1]([N:8]([CH2:27][C:28]1[CH:33]=[CH:32][CH:31]=[CH:30][CH:29]=1)[C@@H:9]([CH2:20][C:21]1[CH:26]=[CH:25][CH:24]=[CH:23][CH:22]=1)[C@@H:10]([CH:12]1[NH:18][C:17](=O)[CH:16]=[CH:15][CH2:14][CH2:13]1)[OH:11])[C:2]1[CH:7]=[CH:6][CH:5]=[CH:4][CH:3]=1.C(O)(=O)CC(CC(O)=O)(C(O)=O)O.C(OCC)(=O)C, predict the reaction product. The product is: [NH:18]1[CH2:17][CH2:16][CH2:15][CH2:14][CH2:13][CH:12]1[C@@H:10]([OH:11])[C@@H:9]([N:8]([CH2:1][C:2]1[CH:7]=[CH:6][CH:5]=[CH:4][CH:3]=1)[CH2:27][C:28]1[CH:29]=[CH:30][CH:31]=[CH:32][CH:33]=1)[CH2:20][C:21]1[CH:26]=[CH:25][CH:24]=[CH:23][CH:22]=1. (5) Given the reactants [Br:1][C:2]1[CH:7]=[C:6]([F:8])[CH:5]=[CH:4][C:3]=1[NH:9][S:10]([CH2:13][CH3:14])(=[O:12])=[O:11].N1C=CC=CC=1.Cl[C:22]([O:24][CH2:25][CH3:26])=[O:23].O, predict the reaction product. The product is: [Br:1][C:2]1[CH:7]=[C:6]([F:8])[CH:5]=[CH:4][C:3]=1[N:9]([C:22]([O:24][CH2:25][CH3:26])=[O:23])[S:10]([CH2:13][CH3:14])(=[O:12])=[O:11]. (6) Given the reactants [NH2:1][C:2]1[CH:6]=[C:5]([C:7]2[CH:12]=[CH:11][C:10]([Cl:13])=[CH:9][CH:8]=2)[S:4][C:3]=1[C:14]([OH:16])=O.CN(C(ON1N=NC2C=CC=NC1=2)=[N+](C)C)C.F[P-](F)(F)(F)(F)F.CCN(C(C)C)C(C)C.[NH2:50][C:51]1[CH:56]=[CH:55][C:54]([N:57]2[CH2:61][CH2:60][C@@H:59]([OH:62])[CH2:58]2)=[C:53]([O:63][CH3:64])[CH:52]=1.C([O-])(O)=O.[Na+], predict the reaction product. The product is: [NH2:1][C:2]1[CH:6]=[C:5]([C:7]2[CH:8]=[CH:9][C:10]([Cl:13])=[CH:11][CH:12]=2)[S:4][C:3]=1[C:14]([NH:50][C:51]1[CH:56]=[CH:55][C:54]([N:57]2[CH2:61][CH2:60][C@@H:59]([OH:62])[CH2:58]2)=[C:53]([O:63][CH3:64])[CH:52]=1)=[O:16]. (7) Given the reactants [CH2:1]([O:3][C:4]([C:6]1[S:26][C:9]2[N:10]=[C:11]([NH2:25])[N:12]=[C:13]([C:14]([C:16]3[CH:24]=[CH:23][C:19]4[O:20][CH2:21][O:22][C:18]=4[CH:17]=3)=O)[C:8]=2[CH:7]=1)=[O:5])[CH3:2].Cl.[O:28]([NH2:30])[CH3:29], predict the reaction product. The product is: [CH2:1]([O:3][C:4]([C:6]1[S:26][C:9]2[N:10]=[C:11]([NH2:25])[N:12]=[C:13]([C:14]([C:16]3[CH:24]=[CH:23][C:19]4[O:20][CH2:21][O:22][C:18]=4[CH:17]=3)=[N:30][O:28][CH3:29])[C:8]=2[CH:7]=1)=[O:5])[CH3:2]. (8) Given the reactants [C:1]([O:5][C:6](=[O:11])[NH:7][CH2:8][C:9]#[CH:10])([CH3:4])([CH3:3])[CH3:2].[CH3:12][O:13][C:14]([C:16]1[S:17][C:18](Br)=[CH:19][CH:20]=1)=[O:15], predict the reaction product. The product is: [CH3:12][O:13][C:14]([C:16]1[S:17][C:18]([C:10]#[C:9][CH2:8][NH:7][C:6]([O:5][C:1]([CH3:4])([CH3:3])[CH3:2])=[O:11])=[CH:19][CH:20]=1)=[O:15]. (9) The product is: [CH3:1][C:2]1[CH:7]=[C:6]([NH2:8])[CH:5]=[CH:4][C:3]=1/[C:11](/[CH3:20])=[CH:12]/[C:13]([O:15][CH2:16][CH2:17][CH2:18][CH3:19])=[O:14]. Given the reactants [CH3:1][C:2]1[CH:7]=[C:6]([N+:8]([O-])=O)[CH:5]=[CH:4][C:3]=1/[C:11](/[CH3:20])=[CH:12]/[C:13]([O:15][CH2:16][CH2:17][CH2:18][CH3:19])=[O:14].[Cl-].[NH4+].O1CCCC1.CO, predict the reaction product.